This data is from Forward reaction prediction with 1.9M reactions from USPTO patents (1976-2016). The task is: Predict the product of the given reaction. (1) Given the reactants CN(C)C=O.CS([O:10][CH2:11][CH2:12][C:13]([CH3:17])=[C:14]([F:16])[F:15])(=O)=O.[CH:18]1([O:23][C:24]2[CH:32]=[CH:31][C:27]([C:28](O)=[O:29])=[CH:26][N:25]=2)[CH2:22][CH2:21][CH2:20][CH2:19]1.C(=O)([O-])O.[Na+], predict the reaction product. The product is: [CH:18]1([O:23][C:24]2[CH:32]=[CH:31][C:27]([C:28]([O:10][CH2:11][CH2:12][C:13]([CH3:17])=[C:14]([F:16])[F:15])=[O:29])=[CH:26][N:25]=2)[CH2:22][CH2:21][CH2:20][CH2:19]1. (2) Given the reactants [Cl:1][C:2]1[CH:20]=[CH:19][C:5]([CH:6]([N:13]2[CH2:18][CH2:17][NH:16][CH2:15][CH2:14]2)[C:7]2[CH:12]=[CH:11][CH:10]=[CH:9][CH:8]=2)=[CH:4][CH:3]=1.C(N(CC)CC)C.[F:28][C:29]1[CH:30]=[C:31]([CH:35]=[CH:36][CH:37]=1)[C:32](Cl)=[O:33], predict the reaction product. The product is: [Cl:1][C:2]1[CH:3]=[CH:4][C:5]([CH:6]([C:7]2[CH:8]=[CH:9][CH:10]=[CH:11][CH:12]=2)[N:13]2[CH2:14][CH2:15][N:16]([C:32]([C:31]3[CH:35]=[CH:36][CH:37]=[C:29]([F:28])[CH:30]=3)=[O:33])[CH2:17][CH2:18]2)=[CH:19][CH:20]=1. (3) Given the reactants [CH2:1]([O:5][C:6]1[C:11]([CH2:12][NH:13][C:14](=[O:34])[CH:15]([C:17]2[CH:31]=[CH:30][C:20]([CH2:21][NH:22]C(=O)OC(C)(C)C)=[C:19]([O:32][CH3:33])[CH:18]=2)[CH3:16])=[CH:10][CH:9]=[C:8]([C:35]([F:38])([F:37])[F:36])[N:7]=1)[CH2:2][CH2:3][CH3:4].FC(F)(F)C(O)=O.C([O-])(O)=O.[Na+], predict the reaction product. The product is: [NH2:22][CH2:21][C:20]1[CH:30]=[CH:31][C:17]([CH:15]([CH3:16])[C:14]([NH:13][CH2:12][C:11]2[C:6]([O:5][CH2:1][CH2:2][CH2:3][CH3:4])=[N:7][C:8]([C:35]([F:37])([F:38])[F:36])=[CH:9][CH:10]=2)=[O:34])=[CH:18][C:19]=1[O:32][CH3:33].